Task: Predict which catalyst facilitates the given reaction.. Dataset: Catalyst prediction with 721,799 reactions and 888 catalyst types from USPTO (1) Reactant: [Cl:1][C:2]1[CH:3]=[C:4]2[C:9](=[C:10]([Cl:12])[CH:11]=1)[CH2:8][N:7]([CH3:13])[CH2:6][CH:5]2[C:14]1[CH:19]=[CH:18][C:17]([NH2:20])=[CH:16][CH:15]=1.[N:21]([CH2:24][C:25]([O:27][CH2:28][CH3:29])=[O:26])=[C:22]=[O:23]. Product: [ClH:1].[Cl:1][C:2]1[CH:3]=[C:4]2[C:9](=[C:10]([Cl:12])[CH:11]=1)[CH2:8][N:7]([CH3:13])[CH2:6][CH:5]2[C:14]1[CH:19]=[CH:18][C:17]([NH:20][C:22](=[O:23])[NH:21][CH2:24][C:25]([O:27][CH2:28][CH3:29])=[O:26])=[CH:16][CH:15]=1. The catalyst class is: 10. (2) Reactant: [CH2:1]([C:8]1[C:9](=[O:19])[NH:10][N:11]([CH:16]([CH3:18])[CH3:17])[C:12]=1[CH:13]([CH3:15])[CH3:14])[C:2]1[CH:7]=[CH:6][CH:5]=[CH:4][CH:3]=1.CC([O:23][CH2:24][C@H:25]1[O:30][C@H:29](Br)[C@H:28]([O:32]C(C)=O)[C@@H:27]([O:36]C(C)=O)[C@@H:26]1[O:40]C(C)=O)=O.[OH-].[Na+]. Product: [CH2:1]([C:8]1[C:9]([O:19][C@@H:29]2[O:30][C@H:25]([CH2:24][OH:23])[C@@H:26]([OH:40])[C@H:27]([OH:36])[C@H:28]2[OH:32])=[N:10][N:11]([CH:16]([CH3:18])[CH3:17])[C:12]=1[CH:13]([CH3:14])[CH3:15])[C:2]1[CH:3]=[CH:4][CH:5]=[CH:6][CH:7]=1. The catalyst class is: 4.